The task is: Regression. Given two drug SMILES strings and cell line genomic features, predict the synergy score measuring deviation from expected non-interaction effect.. This data is from NCI-60 drug combinations with 297,098 pairs across 59 cell lines. (1) Drug 1: C(=O)(N)NO. Drug 2: CN(C(=O)NC(C=O)C(C(C(CO)O)O)O)N=O. Cell line: BT-549. Synergy scores: CSS=8.29, Synergy_ZIP=-3.90, Synergy_Bliss=-1.67, Synergy_Loewe=-2.63, Synergy_HSA=-0.290. (2) Drug 1: CC12CCC(CC1=CCC3C2CCC4(C3CC=C4C5=CN=CC=C5)C)O. Drug 2: CCN(CC)CCCC(C)NC1=C2C=C(C=CC2=NC3=C1C=CC(=C3)Cl)OC. Cell line: MOLT-4. Synergy scores: CSS=60.9, Synergy_ZIP=9.03, Synergy_Bliss=13.8, Synergy_Loewe=1.86, Synergy_HSA=13.3.